Predict the reaction yield, written as a fraction of the theoretical maximum amount of product (1.0 means a 100% yield; for example, 0.34 means a 34% yield). From a dataset of Reaction yield outcomes from USPTO patents with 853,638 reactions. The reactants are [Cl:1][C:2]1[CH:7]=[CH:6][CH:5]=[CH:4][C:3]=1[C:8]1[N:9](COCC[Si](C)(C)C)[CH:10]=[C:11]([C:13]2[CH:18]=[CH:17][N:16]=[C:15]([NH:19][C:20](=[O:22])[CH3:21])[CH:14]=2)[N:12]=1.CCCC[N+](CCCC)(CCCC)CCCC.[F-]. The catalyst is C1COCC1.O. The product is [Cl:1][C:2]1[CH:7]=[CH:6][CH:5]=[CH:4][C:3]=1[C:8]1[NH:9][CH:10]=[C:11]([C:13]2[CH:18]=[CH:17][N:16]=[C:15]([NH:19][C:20](=[O:22])[CH3:21])[CH:14]=2)[N:12]=1. The yield is 0.600.